Dataset: Merck oncology drug combination screen with 23,052 pairs across 39 cell lines. Task: Regression. Given two drug SMILES strings and cell line genomic features, predict the synergy score measuring deviation from expected non-interaction effect. (1) Drug 1: N#Cc1ccc(Cn2cncc2CN2CCN(c3cccc(Cl)c3)C(=O)C2)cc1. Drug 2: NC1CCCCC1N.O=C(O)C(=O)O.[Pt+2]. Cell line: OV90. Synergy scores: synergy=-9.18. (2) Drug 1: CCC1=CC2CN(C1)Cc1c([nH]c3ccccc13)C(C(=O)OC)(c1cc3c(cc1OC)N(C)C1C(O)(C(=O)OC)C(OC(C)=O)C4(CC)C=CCN5CCC31C54)C2. Drug 2: NC(=O)c1cccc2cn(-c3ccc(C4CCCNC4)cc3)nc12. Cell line: HT144. Synergy scores: synergy=-36.7. (3) Drug 1: Cc1nc(Nc2ncc(C(=O)Nc3c(C)cccc3Cl)s2)cc(N2CCN(CCO)CC2)n1. Drug 2: CNC(=O)c1cc(Oc2ccc(NC(=O)Nc3ccc(Cl)c(C(F)(F)F)c3)cc2)ccn1. Cell line: NCIH2122. Synergy scores: synergy=9.26. (4) Drug 1: Cn1nnc2c(C(N)=O)ncn2c1=O. Drug 2: C=CCn1c(=O)c2cnc(Nc3ccc(N4CCN(C)CC4)cc3)nc2n1-c1cccc(C(C)(C)O)n1. Cell line: LOVO. Synergy scores: synergy=2.42. (5) Drug 1: NC1(c2ccc(-c3nc4ccn5c(=O)[nH]nc5c4cc3-c3ccccc3)cc2)CCC1. Drug 2: C#Cc1cccc(Nc2ncnc3cc(OCCOC)c(OCCOC)cc23)c1. Cell line: LNCAP. Synergy scores: synergy=9.53.